Dataset: Forward reaction prediction with 1.9M reactions from USPTO patents (1976-2016). Task: Predict the product of the given reaction. (1) Given the reactants [N:1]1([C:11]([O:13][C:14]([CH3:17])([CH3:16])[CH3:15])=[O:12])[CH2:6][CH2:5][CH:4]([C:7]([O:9][CH3:10])=[O:8])[CH2:3][CH2:2]1.[Li+].CC([N-]C(C)C)C.CCC[CH2:29][CH2:30][CH2:31][CH3:32].[CH2:30]1[CH2:29]O[CH2:32][CH2:31]1.C(C1C=CC=CC=1)C.C1(CBr)CC1, predict the reaction product. The product is: [CH:31]1([CH2:32][C:4]2([C:7]([O:9][CH3:10])=[O:8])[CH2:3][CH2:2][N:1]([C:11]([O:13][C:14]([CH3:17])([CH3:16])[CH3:15])=[O:12])[CH2:6][CH2:5]2)[CH2:29][CH2:30]1. (2) Given the reactants Cl[C:2]1[N:11]=[C:10](N)[C:9]2[C:4](=[CH:5][CH:6]=[C:7]([O:13][C:14]3[CH:19]=[CH:18][C:17]([F:20])=[CH:16][C:15]=3[F:21])[CH:8]=2)[N:3]=1.[NH2:22][C:23]([CH2:28][CH3:29])([CH2:26][OH:27])[CH2:24][OH:25].O, predict the reaction product. The product is: [F:21][C:15]1[CH:16]=[C:17]([F:20])[CH:18]=[CH:19][C:14]=1[O:13][C:7]1[CH:8]=[C:9]2[C:4](=[CH:5][CH:6]=1)[N:3]=[C:2]([NH:22][C:23]([CH2:28][CH3:29])([CH2:26][OH:27])[CH2:24][OH:25])[N:11]=[CH:10]2. (3) Given the reactants O=[C:2]1[CH2:11][CH2:10][CH2:9][C:8]2[CH:7]=[C:6]([CH:12]=O)[CH:5]=[CH:4][C:3]1=2.[NH2:14][CH2:15][CH2:16][C:17]([OH:19])=[O:18].CCN(CC)CC.[BH3-]C#N.[Na+].[CH:31]1([C:37]2[CH:45]=[CH:44][C:40]([CH2:41][O:42][NH2:43])=[CH:39][C:38]=2[C:46]([F:49])([F:48])[F:47])[CH2:36][CH2:35][CH2:34][CH2:33][CH2:32]1, predict the reaction product. The product is: [CH:31]1([C:37]2[CH:45]=[CH:44][C:40]([CH2:41][O:42][N:43]=[C:2]3[CH2:11][CH2:10][CH2:9][C:8]4[CH:7]=[C:6]([CH2:12][NH:14][CH2:15][CH2:16][C:17]([OH:19])=[O:18])[CH:5]=[CH:4][C:3]3=4)=[CH:39][C:38]=2[C:46]([F:47])([F:48])[F:49])[CH2:32][CH2:33][CH2:34][CH2:35][CH2:36]1. (4) Given the reactants [CH:1]1([NH:6][C:7]2[N:12]=[C:11]([C:13]3[C:14]([C:28]4[CH:33]=[CH:32][C:31]([O:34][CH3:35])=[CH:30][CH:29]=4)=[N:15][N:16]4[C:21]([NH:22][CH2:23][CH2:24][CH2:25][CH2:26][NH2:27])=[CH:20][CH:19]=[CH:18][C:17]=34)[CH:10]=[CH:9][N:8]=2)[CH2:5][CH2:4][CH2:3][CH2:2]1.[C:36]1(=[O:42])[O:41][C:39](=[O:40])[CH2:38][CH2:37]1.CCOCC, predict the reaction product. The product is: [CH:1]1([NH:6][C:7]2[N:12]=[C:11]([C:13]3[C:14]([C:28]4[CH:29]=[CH:30][C:31]([O:34][CH3:35])=[CH:32][CH:33]=4)=[N:15][N:16]4[C:21]([NH:22][CH2:23][CH2:24][CH2:25][CH2:26][NH:27][C:36](=[O:42])[CH2:37][CH2:38][C:39]([OH:41])=[O:40])=[CH:20][CH:19]=[CH:18][C:17]=34)[CH:10]=[CH:9][N:8]=2)[CH2:2][CH2:3][CH2:4][CH2:5]1. (5) The product is: [NH2:1][C:4]1[C:12]2[C:7](=[CH:8][CH:9]=[C:10]([C:13]3[NH:17][NH:16][NH:15][N:14]=3)[CH:11]=2)[NH:6][C:5]=1[C:18]1[C:19](=[O:28])[NH:20][C:21]2[C:26]([N:27]=1)=[CH:25][CH:24]=[CH:23][CH:22]=2. Given the reactants [N+:1]([C:4]1[C:12]2[C:7](=[CH:8][CH:9]=[C:10]([C:13]3[NH:17][N:16]=[N:15][N:14]=3)[CH:11]=2)[NH:6][C:5]=1[C:18]1[C:19](=[O:28])[NH:20][C:21]2[C:26]([N:27]=1)=[CH:25][CH:24]=[CH:23][CH:22]=2)([O-])=O, predict the reaction product. (6) Given the reactants [OH:1][C@H:2]([C@@H:8]([OH:35])[C:9]1[C:17]2[C:12](=[CH:13][CH:14]=[CH:15][CH:16]=2)[N:11]([C:18]2[CH:23]=[CH:22][C:21]([O:24][C:25]3[CH:30]=[CH:29][C:28]([C:31]([F:34])([F:33])[F:32])=[CH:27][N:26]=3)=[CH:20][CH:19]=2)[CH:10]=1)[C:3]([O:5]CC)=O.[NH3:36], predict the reaction product. The product is: [OH:1][C@H:2]([C@@H:8]([OH:35])[C:9]1[C:17]2[C:12](=[CH:13][CH:14]=[CH:15][CH:16]=2)[N:11]([C:18]2[CH:23]=[CH:22][C:21]([O:24][C:25]3[CH:30]=[CH:29][C:28]([C:31]([F:33])([F:32])[F:34])=[CH:27][N:26]=3)=[CH:20][CH:19]=2)[CH:10]=1)[C:3]([NH2:36])=[O:5]. (7) Given the reactants C1(CC(Cl)=O)C=CC=CC=1.[CH3:11][O:12][C:13]1[CH:14]=[C:15]2[C:20](=[CH:21][C:22]=1[O:23][CH3:24])[N:19]=[CH:18][CH:17]=[C:16]2[O:25][C:26]1[CH:32]=[CH:31][C:29]([NH2:30])=[C:28]([CH3:33])[C:27]=1[CH3:34].[C:35]1([CH2:41][C:42]([N:44]=[C:45]=[S:46])=[O:43])[CH:40]=[CH:39][CH:38]=[CH:37][CH:36]=1, predict the reaction product. The product is: [C:35]1([CH2:41][C:42]([N:44]=[C:45]=[S:46])=[O:43])[CH:40]=[CH:39][CH:38]=[CH:37][CH:36]=1.[CH3:11][O:12][C:13]1[CH:14]=[C:15]2[C:20](=[CH:21][C:22]=1[O:23][CH3:24])[N:19]=[CH:18][CH:17]=[C:16]2[O:25][C:26]1[CH:32]=[CH:31][C:29]([NH:30][C:45]([NH:44][C:42](=[O:43])[CH2:41][C:35]2[CH:36]=[CH:37][CH:38]=[CH:39][CH:40]=2)=[S:46])=[C:28]([CH3:33])[C:27]=1[CH3:34]. (8) The product is: [OH:27][C:23]1[CH:22]=[C:21]([CH:8]2[C:9]3[NH:10][C:11]4[C:16](=[CH:15][C:14]([O:19][CH3:20])=[CH:13][CH:12]=4)[C:17]=3[CH2:18][C:6]3([CH3:30])[C:5](=[O:31])[N:4]([CH2:3][CH2:2][NH:36][CH2:32][CH:33]([CH3:35])[CH3:34])[C:28](=[O:29])[N:7]23)[CH:26]=[CH:25][CH:24]=1. Given the reactants Br[CH2:2][CH2:3][N:4]1[C:28](=[O:29])[N:7]2[CH:8]([C:21]3[CH:26]=[CH:25][CH:24]=[C:23]([OH:27])[CH:22]=3)[C:9]3[NH:10][C:11]4[C:16]([C:17]=3[CH2:18][C:6]2([CH3:30])[C:5]1=[O:31])=[CH:15][C:14]([O:19][CH3:20])=[CH:13][CH:12]=4.[CH2:32]([NH2:36])[CH:33]([CH3:35])[CH3:34], predict the reaction product. (9) Given the reactants [CH2:1]([O:3][C:4]1[N:8]([CH2:9][C:10]2[CH:15]=[CH:14][C:13]([C:16]3[CH:21]=[CH:20][CH:19]=[CH:18][C:17]=3[C:22]3[N:26](C(C4C=CC=CC=4)(C4C=CC=CC=4)C4C=CC=CC=4)[N:25]=[N:24][N:23]=3)=[CH:12][CH:11]=2)[C:7]2[C:46]([C:50]([O:52][CH:53]([O:55][C:56]([C@H:58]3[CH2:62][C@H:61]([O:63][N+:64]([O-:66])=[O:65])[C@@H:60]([O:67][CH3:68])[CH2:59]3)=[O:57])[CH3:54])=[O:51])=[CH:47][CH:48]=[CH:49][C:6]=2[N:5]=1)[CH3:2], predict the reaction product. The product is: [CH2:1]([O:3][C:4]1[N:8]([CH2:9][C:10]2[CH:11]=[CH:12][C:13]([C:16]3[CH:21]=[CH:20][CH:19]=[CH:18][C:17]=3[C:22]3[NH:23][N:24]=[N:25][N:26]=3)=[CH:14][CH:15]=2)[C:7]2[C:46]([C:50]([O:52][CH:53]([O:55][C:56]([C@H:58]3[CH2:62][C@H:61]([O:63][N+:64]([O-:66])=[O:65])[C@@H:60]([O:67][CH3:68])[CH2:59]3)=[O:57])[CH3:54])=[O:51])=[CH:47][CH:48]=[CH:49][C:6]=2[N:5]=1)[CH3:2]. (10) Given the reactants [F:1][C:2]1[CH:7]=[CH:6][C:5]([CH:8]2[CH2:13][CH2:12][C:11]3[C:14]([C:22]([N:24]([CH3:26])[CH3:25])=[O:23])=[CH:15][C:16]4[NH:17][C:18]([CH3:21])=[N:19][C:20]=4[C:10]=3[O:9]2)=[CH:4][CH:3]=1.[H-].[Na+].Br[CH2:30][CH2:31][CH2:32][O:33][Si:34]([C:37]([CH3:40])([CH3:39])[CH3:38])([CH3:36])[CH3:35], predict the reaction product. The product is: [Si:34]([O:33][CH2:32][CH2:31][CH2:30][N:19]1[C:20]2[C:10]3[O:9][CH:8]([C:5]4[CH:6]=[CH:7][C:2]([F:1])=[CH:3][CH:4]=4)[CH2:13][CH2:12][C:11]=3[C:14]([C:22]([N:24]([CH3:25])[CH3:26])=[O:23])=[CH:15][C:16]=2[N:17]=[C:18]1[CH3:21])([C:37]([CH3:38])([CH3:39])[CH3:40])([CH3:36])[CH3:35].